From a dataset of Catalyst prediction with 721,799 reactions and 888 catalyst types from USPTO. Predict which catalyst facilitates the given reaction. (1) Product: [O:5]1[C:12](=[CH:13][CH3:14])[C:11]2[CH:15]=[C:6]([O:16][CH3:17])[C:7]([OH:8])=[CH:9][C:10]1=2. Reactant: C(C1[O:5]C1)Cl.[C:6]1([O:16][CH3:17])[C:7](=[CH:9][CH:10]=[C:11]([CH:15]=1)[CH:12]=[CH:13][CH3:14])[OH:8].[OH-].[Na+]. The catalyst class is: 8. (2) Reactant: C(OC([C@@:8]12[CH2:15][CH2:14][C@@H:13]([F:16])[C@@H:12]1[CH2:11][N:10]([C:17]([O:19][CH2:20][C:21]1[CH:26]=[CH:25][CH:24]=[CH:23][CH:22]=1)=[O:18])[CH2:9]2)=O)(C)(C)C.FC(F)(F)C(O)=O.C([N:36](CC)CC)C.C1(P(N=[N+]=[N-])(C2C=CC=CC=2)=O)C=CC=CC=1.[C:58](O[C:58]([O:60][C:61]([CH3:64])([CH3:63])[CH3:62])=[O:59])([O:60][C:61]([CH3:64])([CH3:63])[CH3:62])=[O:59]. Product: [CH2:20]([O:19][C:17]([N:10]1[CH2:11][C@@H:12]2[C@@:8]([NH:36][C:58]([O:60][C:61]([CH3:64])([CH3:63])[CH3:62])=[O:59])([CH2:15][CH2:14][C@H:13]2[F:16])[CH2:9]1)=[O:18])[C:21]1[CH:26]=[CH:25][CH:24]=[CH:23][CH:22]=1. The catalyst class is: 4. (3) Reactant: [O:1]1[C:5]2[CH:6]=[CH:7][C:8]([C:10]3[CH:11]=[C:12]([CH:28]=[CH:29][CH:30]=3)[CH2:13][S:14]([NH:17][C:18]3[CH:26]=[CH:25][C:21]([C:22]([OH:24])=[O:23])=[C:20]([OH:27])[CH:19]=3)(=[O:16])=[O:15])=[CH:9][C:4]=2[CH2:3][CH2:2]1.[C:31](N1C=CN=C1)(N1C=CN=C1)=O.CO.N1C=CC=CC=1. Product: [O:1]1[C:5]2[CH:6]=[CH:7][C:8]([C:10]3[CH:11]=[C:12]([CH:28]=[CH:29][CH:30]=3)[CH2:13][S:14]([NH:17][C:18]3[CH:26]=[CH:25][C:21]([C:22]([O:24][CH3:31])=[O:23])=[C:20]([OH:27])[CH:19]=3)(=[O:15])=[O:16])=[CH:9][C:4]=2[CH2:3][CH2:2]1. The catalyst class is: 23. (4) Reactant: [N+:1]([C:4]1[CH:5]=[CH:6][C:7]2[O:11][C:10]([C:12]3[CH:17]=[CH:16][C:15]([O:18][C:19]([F:22])([F:21])[F:20])=[CH:14][CH:13]=3)=[N:9][C:8]=2[CH:23]=1)([O-])=O.C([O-])=O.[NH4+]. Product: [F:22][C:19]([F:20])([F:21])[O:18][C:15]1[CH:16]=[CH:17][C:12]([C:10]2[O:11][C:7]3[CH:6]=[CH:5][C:4]([NH2:1])=[CH:23][C:8]=3[N:9]=2)=[CH:13][CH:14]=1. The catalyst class is: 29.